This data is from NCI-60 drug combinations with 297,098 pairs across 59 cell lines. The task is: Regression. Given two drug SMILES strings and cell line genomic features, predict the synergy score measuring deviation from expected non-interaction effect. (1) Drug 1: C1=NC2=C(N=C(N=C2N1C3C(C(C(O3)CO)O)O)F)N. Drug 2: C1=NC(=NC(=O)N1C2C(C(C(O2)CO)O)O)N. Cell line: NCI-H322M. Synergy scores: CSS=10.9, Synergy_ZIP=0.320, Synergy_Bliss=2.95, Synergy_Loewe=-12.9, Synergy_HSA=-1.96. (2) Drug 1: CNC(=O)C1=CC=CC=C1SC2=CC3=C(C=C2)C(=NN3)C=CC4=CC=CC=N4. Drug 2: C1=C(C(=O)NC(=O)N1)N(CCCl)CCCl. Cell line: MDA-MB-231. Synergy scores: CSS=13.4, Synergy_ZIP=-7.63, Synergy_Bliss=-0.921, Synergy_Loewe=-4.39, Synergy_HSA=-3.80. (3) Drug 1: C1CN(P(=O)(OC1)NCCCl)CCCl. Drug 2: CC1C(C(CC(O1)OC2CC(CC3=C2C(=C4C(=C3O)C(=O)C5=C(C4=O)C(=CC=C5)OC)O)(C(=O)CO)O)N)O.Cl. Cell line: SK-OV-3. Synergy scores: CSS=24.0, Synergy_ZIP=1.01, Synergy_Bliss=1.23, Synergy_Loewe=-36.8, Synergy_HSA=-0.476.